From a dataset of Catalyst prediction with 721,799 reactions and 888 catalyst types from USPTO. Predict which catalyst facilitates the given reaction. Reactant: [H-].[Na+].[C:3]([O:7][C:8]([N:10]1[CH2:19][CH2:18][C:13]2([O:17][CH2:16][CH2:15][O:14]2)[CH2:12][CH:11]1C=O)=[O:9])([CH3:6])([CH3:5])[CH3:4]. Product: [C:3]([O:7][C:8]([N:10]1[CH2:19][CH2:18][C:13]2([O:17][CH2:16][CH2:15][O:14]2)[CH2:12][CH:11]1/[CH:11]=[CH:12]/[C:13]([O:14][CH2:15][CH3:16])=[O:17])=[O:9])([CH3:4])([CH3:5])[CH3:6]. The catalyst class is: 1.